This data is from Forward reaction prediction with 1.9M reactions from USPTO patents (1976-2016). The task is: Predict the product of the given reaction. (1) The product is: [Cl:7][C:8]1[C:12]([N:1]2[CH2:6][CH2:5][S:4][CH2:3][CH2:2]2)=[N:11][S:10][N:9]=1. Given the reactants [NH:1]1[CH2:6][CH2:5][S:4][CH2:3][CH2:2]1.[Cl:7][C:8]1[C:12](Cl)=[N:11][S:10][N:9]=1, predict the reaction product. (2) Given the reactants [NH:1]1[C:5]([NH:6][CH:7]=[C:8]([C:12]([O-:14])=O)[C:9]([O-:11])=[O:10])=[CH:4][CH:3]=[N:2]1.CN(C=O)C.[CH3:20][CH2:21]O, predict the reaction product. The product is: [O:14]=[C:12]1[N:1]2[N:2]=[CH:3][CH:4]=[C:5]2[NH:6][CH:7]=[C:8]1[C:9]([O:11][CH2:20][CH3:21])=[O:10]. (3) Given the reactants [F:1][C:2]([F:55])([F:54])[C:3]1[CH:4]=[C:5]([CH:47]=[C:48]([C:50]([F:53])([F:52])[F:51])[CH:49]=1)[CH2:6][N:7]([CH2:25][C:26]1[CH:31]=[C:30]([C:32]([F:35])([F:34])[F:33])[CH:29]=[CH:28][C:27]=1[C:36]1[CH:41]=[C:40]([CH:42]([CH3:44])[CH3:43])[CH:39]=[CH:38][C:37]=1[O:45][CH3:46])[C:8]1[N:13]=[CH:12][C:11]([C:14]([NH:16][CH2:17][CH2:18][CH2:19][C:20]([O:22]CC)=[O:21])=[O:15])=[CH:10][N:9]=1.[OH-].[Na+].Cl, predict the reaction product. The product is: [F:55][C:2]([F:1])([F:54])[C:3]1[CH:4]=[C:5]([CH:47]=[C:48]([C:50]([F:51])([F:52])[F:53])[CH:49]=1)[CH2:6][N:7]([CH2:25][C:26]1[CH:31]=[C:30]([C:32]([F:35])([F:34])[F:33])[CH:29]=[CH:28][C:27]=1[C:36]1[CH:41]=[C:40]([CH:42]([CH3:44])[CH3:43])[CH:39]=[CH:38][C:37]=1[O:45][CH3:46])[C:8]1[N:9]=[CH:10][C:11]([C:14]([NH:16][CH2:17][CH2:18][CH2:19][C:20]([OH:22])=[O:21])=[O:15])=[CH:12][N:13]=1. (4) Given the reactants [F:1][C:2]1[CH:30]=[CH:29][C:5]2[N:6]=[C:7]([NH:9][C@H:10]3[CH2:14][CH2:13][CH2:12][C@@H:11]3[NH:15][C:16](=[O:28])[C:17]3[CH:22]=[CH:21][CH:20]=[CH:19][C:18]=3N3C=CC=N3)[S:8][C:4]=2[CH:3]=1.[CH3:31]C1C=CC=CC=1C(O)=O.Cl.FC1C=CC2N=C(N[C@H]3CCC[C@@H]3N)SC=2C=1, predict the reaction product. The product is: [F:1][C:2]1[CH:30]=[CH:29][C:5]2[N:6]=[C:7]([NH:9][C@H:10]3[CH2:14][CH2:13][CH2:12][C@@H:11]3[NH:15][C:16](=[O:28])[C:17]3[CH:22]=[CH:21][CH:20]=[CH:19][C:18]=3[CH3:31])[S:8][C:4]=2[CH:3]=1. (5) Given the reactants C([O:3][C:4](=[O:33])[C:5]1[CH:10]=[CH:9][CH:8]=[C:7]([N:11]2[C:15]([CH3:16])=[CH:14][CH:13]=[C:12]2[C:17]2[CH:22]=[C:21]([Cl:23])[CH:20]=[CH:19][C:18]=2[O:24][CH2:25][C:26]2[CH:31]=[CH:30][C:29]([Cl:32])=[CH:28][CH:27]=2)[CH:6]=1)C.[OH-].[Na+].CCO, predict the reaction product. The product is: [Cl:23][C:21]1[CH:20]=[CH:19][C:18]([O:24][CH2:25][C:26]2[CH:27]=[CH:28][C:29]([Cl:32])=[CH:30][CH:31]=2)=[C:17]([C:12]2[N:11]([C:7]3[CH:6]=[C:5]([CH:10]=[CH:9][CH:8]=3)[C:4]([OH:33])=[O:3])[C:15]([CH3:16])=[CH:14][CH:13]=2)[CH:22]=1. (6) Given the reactants [Br-].C([P+](C1C=CC=CC=1)(C1C=CC=CC=1)C1C=CC=CC=1)CC.CC(C)([O-])C.[K+].C([C:32]1[CH:41]=[CH:40][C:39]2[C:34](=[CH:35][CH:36]=[CH:37][CH:38]=2)[N:33]=1)=O.O, predict the reaction product. The product is: [N:33]1[C:34]2[C:39](=[CH:38][CH:37]=[CH:36][CH:35]=2)[CH:40]=[CH:41][CH:32]=1. (7) The product is: [CH2:18]([O:17][CH:10]([O:14][CH2:15][CH3:16])[CH2:20][C:21](=[O:22])[CH3:23])[CH3:19]. Given the reactants B(F)(F)F.CCOCC.[CH:10]([O:17][CH2:18][CH3:19])([O:14][CH2:15][CH3:16])OCC.[CH3:20][C:21]([CH3:23])=[O:22].CCN(C(C)C)C(C)C.C([O-])(O)=O.[Na+], predict the reaction product. (8) The product is: [F:1][C:2]1[CH:3]=[C:4]([CH:17]=[C:18]([N:20]2[CH2:21][CH2:22][O:23][CH2:24][CH2:25]2)[CH:19]=1)[C:5]([NH:7][C:8]1[S:12][C:11]([C:13]([N:47]2[CH2:52][CH2:51][O:50][CH2:49][CH2:48]2)=[O:14])=[C:10]([CH3:16])[CH:9]=1)=[O:6]. Given the reactants [F:1][C:2]1[CH:3]=[C:4]([CH:17]=[C:18]([N:20]2[CH2:25][CH2:24][O:23][CH2:22][CH2:21]2)[CH:19]=1)[C:5]([NH:7][C:8]1[S:12][C:11]([C:13](O)=[O:14])=[C:10]([CH3:16])[CH:9]=1)=[O:6].CCN=C=NCCCN(C)C.C1C=NC2N(O)N=NC=2C=1.[NH:47]1[CH2:52][CH2:51][O:50][CH2:49][CH2:48]1, predict the reaction product.